Dataset: Reaction yield outcomes from USPTO patents with 853,638 reactions. Task: Predict the reaction yield, written as a fraction of the theoretical maximum amount of product (1.0 means a 100% yield; for example, 0.34 means a 34% yield). (1) The reactants are [Na].[CH2:2]([C:11]1[CH:16]=[CH:15][C:14]([CH2:17][N:18]2[CH2:22][CH2:21][CH:20]([C:23]([O:25][CH3:26])=[O:24])[CH2:19]2)=[CH:13][CH:12]=1)[CH2:3][CH2:4][CH2:5][CH2:6][CH2:7][CH2:8][CH2:9][CH3:10].C1(S(N2C(C3C=CC=CC=3)O2)(=O)=[O:34])C=CC=CC=1. The catalyst is C1COCC1. The product is [CH2:2]([C:11]1[CH:12]=[CH:13][C:14]([CH2:17][N:18]2[CH2:22][CH2:21][C:20]([C:23]([O:25][CH3:26])=[O:24])([OH:34])[CH2:19]2)=[CH:15][CH:16]=1)[CH2:3][CH2:4][CH2:5][CH2:6][CH2:7][CH2:8][CH2:9][CH3:10]. The yield is 0.0700. (2) The reactants are [S:1]1[CH:5]=[CH:4][CH:3]=[C:2]1[CH2:6][CH2:7][CH2:8]C(O)=O.[C:12]([O:16][C:17](=[O:36])[NH:18][CH2:19][CH:20]1[CH2:25][CH2:24][N:23]([S:26]([C:29]2[CH:34]=[CH:33][C:32]([NH2:35])=[CH:31][CH:30]=2)(=[O:28])=[O:27])[CH2:22][CH2:21]1)([CH3:15])([CH3:14])[CH3:13].[C:37](N1C=CN=C1)([N:39]1C=CN=C1)=[O:38]. The catalyst is C(Cl)Cl. The product is [C:12]([O:16][C:17](=[O:36])[NH:18][CH2:19][CH:20]1[CH2:25][CH2:24][N:23]([S:26]([C:29]2[CH:34]=[CH:33][C:32]([NH:35][C:37]([NH:39][CH2:8][CH2:7][CH2:6][C:2]3[S:1][CH:5]=[CH:4][CH:3]=3)=[O:38])=[CH:31][CH:30]=2)(=[O:28])=[O:27])[CH2:22][CH2:21]1)([CH3:15])([CH3:13])[CH3:14]. The yield is 1.00.